Dataset: Peptide-MHC class I binding affinity with 185,985 pairs from IEDB/IMGT. Task: Regression. Given a peptide amino acid sequence and an MHC pseudo amino acid sequence, predict their binding affinity value. This is MHC class I binding data. (1) The MHC is HLA-A31:01 with pseudo-sequence HLA-A31:01. The binding affinity (normalized) is 0.0950. The peptide sequence is LYSILSPFLP. (2) The peptide sequence is IAANEMGML. The MHC is HLA-B07:02 with pseudo-sequence HLA-B07:02. The binding affinity (normalized) is 0.386. (3) The peptide sequence is YVLDHLIVV. The MHC is HLA-A02:03 with pseudo-sequence HLA-A02:03. The binding affinity (normalized) is 0.799.